This data is from In vitro SARS-CoV-2 activity screen of 1,480 approved drugs from Prestwick library. The task is: Binary Classification. Given a drug SMILES string, predict its activity (active/inactive) in a high-throughput screening assay against a specified biological target. (1) The molecule is Cc1ccnc(NS(=O)(=O)c2ccc(N)cc2)n1. The result is 0 (inactive). (2) The compound is CNC[C@H](O)[C@@H](O)[C@H](O)[C@H](O)CO. The result is 0 (inactive). (3) The compound is Nc1nc(Cl)nc2c1ncn2[C@H]1C[C@H](O)[C@@H](CO)O1. The result is 0 (inactive).